From a dataset of Reaction yield outcomes from USPTO patents with 853,638 reactions. Predict the reaction yield, written as a fraction of the theoretical maximum amount of product (1.0 means a 100% yield; for example, 0.34 means a 34% yield). The reactants are C1C(N2C(=O)COCC2)=CC=C(N2C(=O)O[C@@H](CNC(C3SC(Cl)=CC=3)=O)C2)C=1.[NH2:30][C:31]1[CH:36]=[CH:35][C:34]([N:37]2[CH2:42][CH2:41][O:40][CH2:39][C:38]2=[O:43])=[CH:33][CH:32]=1.[O:44]1[CH2:46][C@@H:45]1[CH2:47][N:48]1[C:56](=[O:57])[C:55]2[C:50](=[CH:51][CH:52]=[CH:53][CH:54]=2)[C:49]1=[O:58].C(O)C. The catalyst is O. The product is [OH:44][C@H:45]([CH2:46][NH:30][C:31]1[CH:32]=[CH:33][C:34]([N:37]2[CH2:42][CH2:41][O:40][CH2:39][C:38]2=[O:43])=[CH:35][CH:36]=1)[CH2:47][N:48]1[C:49](=[O:58])[C:50]2[C:55](=[CH:54][CH:53]=[CH:52][CH:51]=2)[C:56]1=[O:57]. The yield is 0.690.